Dataset: Catalyst prediction with 721,799 reactions and 888 catalyst types from USPTO. Task: Predict which catalyst facilitates the given reaction. (1) Reactant: [CH:1]([O:4][C:5]1[CH:12]=[CH:11][C:8]([C:9]#[N:10])=[CH:7][C:6]=1[C:13]([F:16])([F:15])[F:14])([CH3:3])[CH3:2].[NH2:17][OH:18]. Product: [OH:18]/[N:17]=[C:9](\[NH2:10])/[C:8]1[CH:11]=[CH:12][C:5]([O:4][CH:1]([CH3:3])[CH3:2])=[C:6]([C:13]([F:16])([F:15])[F:14])[CH:7]=1. The catalyst class is: 14. (2) Reactant: [F:1][C:2]1[CH:7]=[C:6]([O:8][C:9]2[CH:14]=[CH:13][N:12]=[C:11]([NH:15][C:16]([N:18]([CH3:26])[CH:19]3[CH2:24][CH2:23][N:22]([CH3:25])[CH2:21][CH2:20]3)=[O:17])[CH:10]=2)[CH:5]=[CH:4][C:3]=1[NH:27][C:28]([C:30]1([C:33]([OH:35])=O)[CH2:32][CH2:31]1)=[O:29].[NH2:36][C:37]1[CH:38]=[N:39][CH:40]=[CH:41][CH:42]=1.C(N(CC)CC)C.F[P-](F)(F)(F)(F)F.N1(O[P+](N(C)C)(N(C)C)N(C)C)C2C=CC=CC=2N=N1. Product: [F:1][C:2]1[CH:7]=[C:6]([O:8][C:9]2[CH:14]=[CH:13][N:12]=[C:11]([NH:15][C:16]([N:18]([CH3:26])[CH:19]3[CH2:20][CH2:21][N:22]([CH3:25])[CH2:23][CH2:24]3)=[O:17])[CH:10]=2)[CH:5]=[CH:4][C:3]=1[NH:27][C:28]([C:30]1([C:33]([NH:36][C:37]2[CH:38]=[N:39][CH:40]=[CH:41][CH:42]=2)=[O:35])[CH2:31][CH2:32]1)=[O:29]. The catalyst class is: 9. (3) Reactant: [Br:1][C:2]1[C:3]([Cl:10])=[C:4]([Cl:9])[C:5](=[O:8])[NH:6][N:7]=1.[C:11](=O)([O-])[O-].[K+].[K+].IC. Product: [Br:1][C:2]1[C:3]([Cl:10])=[C:4]([Cl:9])[C:5](=[O:8])[N:6]([CH3:11])[N:7]=1. The catalyst class is: 35. (4) Reactant: ClCC(O)CSSCC(O)CCl.[OH-].[Na+].NC(N)=S.C(OC(=O)C)(=O)C.O1CC1C[CH:29]1[S:42][CH:30]1[CH2:31][S:32][S:33][CH2:34][CH:35]1[S:41][CH:36]1CC1OC1. Product: [S:41]1[CH2:36][CH:35]1[CH2:34][S:33][S:32][CH2:31][CH:30]1[S:42][CH2:29]1. The catalyst class is: 224. (5) Reactant: [F:1][C:2]1[CH:7]=[C:6]([C:8]2[C:9]([CH2:17][CH2:18][CH3:19])=[N:10][N:11]3[CH:16]=[CH:15][CH:14]=[CH:13][C:12]=23)[CH:5]=[CH:4][N:3]=1.C([Li])CCC.C(Cl)(Cl)(Cl)[Cl:26]. Product: [Cl:26][C:16]1[N:11]2[N:10]=[C:9]([CH2:17][CH2:18][CH3:19])[C:8]([C:6]3[CH:5]=[CH:4][N:3]=[C:2]([F:1])[CH:7]=3)=[C:12]2[CH:13]=[CH:14][CH:15]=1. The catalyst class is: 7. (6) Reactant: [CH:1]1([CH:7]([OH:32])[CH:8]([C:25]2[CH:30]=[CH:29][CH:28]=[CH:27][C:26]=2[F:31])[CH2:9][CH2:10][N:11]2[CH2:16][CH2:15][N:14]([C:17]3[CH:22]=[CH:21][CH:20]=[CH:19][C:18]=3[O:23][CH3:24])[CH2:13][CH2:12]2)[CH2:6][CH2:5][CH2:4][CH2:3][CH2:2]1.[C:33](Cl)(=[O:35])[CH3:34]. Product: [C:33]([O:32][CH:7]([CH:1]1[CH2:6][CH2:5][CH2:4][CH2:3][CH2:2]1)[CH:8]([C:25]1[CH:30]=[CH:29][CH:28]=[CH:27][C:26]=1[F:31])[CH2:9][CH2:10][N:11]1[CH2:16][CH2:15][N:14]([C:17]2[CH:22]=[CH:21][CH:20]=[CH:19][C:18]=2[O:23][CH3:24])[CH2:13][CH2:12]1)(=[O:35])[CH3:34]. The catalyst class is: 2.